This data is from Full USPTO retrosynthesis dataset with 1.9M reactions from patents (1976-2016). The task is: Predict the reactants needed to synthesize the given product. (1) Given the product [F:30][C:2]([F:31])([F:1])[C:3]([CH3:29])([CH3:28])[CH2:4][N:5]1[CH2:10][CH2:9][CH:8]([CH2:11][O:12][C:13]2[N:18]=[CH:17][C:16]([C:19]3[CH:20]=[CH:21][C:22]([C:23]([N:32]4[CH2:39][CH2:38][CH2:37][C@H:33]4[C:34]([NH2:36])=[O:35])=[O:25])=[CH:26][CH:27]=3)=[CH:15][CH:14]=2)[CH2:7][CH2:6]1, predict the reactants needed to synthesize it. The reactants are: [F:1][C:2]([F:31])([F:30])[C:3]([CH3:29])([CH3:28])[CH2:4][N:5]1[CH2:10][CH2:9][CH:8]([CH2:11][O:12][C:13]2[N:18]=[CH:17][C:16]([C:19]3[CH:27]=[CH:26][C:22]([C:23]([OH:25])=O)=[CH:21][CH:20]=3)=[CH:15][CH:14]=2)[CH2:7][CH2:6]1.[NH:32]1[CH2:39][CH2:38][CH2:37][C@H:33]1[C:34]([NH2:36])=[O:35].C(Cl)CCl.C1C=CC2N(O)N=NC=2C=1.CCN(C(C)C)C(C)C. (2) Given the product [OH:19][CH2:18][C:3]1[C:2](=[O:1])[CH:7]=[CH:6][N:5]([C:8]2[CH:13]=[CH:12][CH:11]=[C:10]([C:14]([F:17])([F:16])[F:15])[CH:9]=2)[N:4]=1, predict the reactants needed to synthesize it. The reactants are: [O:1]=[C:2]1[CH:7]=[CH:6][N:5]([C:8]2[CH:13]=[CH:12][CH:11]=[C:10]([C:14]([F:17])([F:16])[F:15])[CH:9]=2)[N:4]=[C:3]1[C:18](OC)=[O:19].CC(C[AlH]CC(C)C)C. (3) Given the product [OH:28][CH:18]1[CH2:17][C:14]2([CH2:13][CH2:12][N:11]([C:9]([C:8]3[CH:29]=[CH:30][C:5]([O:4][CH:1]([CH3:3])[CH3:2])=[C:6]([CH3:31])[CH:7]=3)=[O:10])[CH2:16][CH2:15]2)[O:21][C:20]([C:22]2[CH:23]=[N:24][CH:25]=[CH:26][CH:27]=2)=[CH:19]1, predict the reactants needed to synthesize it. The reactants are: [CH:1]([O:4][C:5]1[CH:30]=[CH:29][C:8]([C:9]([N:11]2[CH2:16][CH2:15][C:14]3([O:21][C:20]([C:22]4[CH:23]=[N:24][CH:25]=[CH:26][CH:27]=4)=[CH:19][C:18](=[O:28])[CH2:17]3)[CH2:13][CH2:12]2)=[O:10])=[CH:7][C:6]=1[CH3:31])([CH3:3])[CH3:2].[BH4-].[Na+].[Cl-].[NH4+]. (4) Given the product [Cl:11][CH:12]([CH3:24])[CH2:13][C:14]1[CH:15]=[C:16]2[C:20](=[CH:21][CH:22]=1)[NH:19][C:18](=[O:23])[CH2:17]2.[ClH:11].[CH3:25][O:26][C:27]1[CH:32]=[CH:31][CH:30]=[CH:29][C:28]=1[N:33]1[CH2:38][CH2:37][N:36]([CH:17]([CH3:16])[C:18]([C:6]2[CH:5]=[C:4]3[C:9](=[CH:8][CH:7]=2)[NH:1][C:2](=[O:10])[CH2:3]3)=[O:23])[CH2:35][CH2:34]1, predict the reactants needed to synthesize it. The reactants are: [NH:1]1[C:9]2[C:4](=[CH:5][CH:6]=[CH:7][CH:8]=2)[CH2:3][C:2]1=[O:10].[Cl:11][CH:12]([CH3:24])[CH2:13][C:14]1[CH:15]=[C:16]2[C:20](=[CH:21][CH:22]=1)[NH:19][C:18](=[O:23])[CH2:17]2.[CH3:25][O:26][C:27]1[CH:32]=[CH:31][CH:30]=[CH:29][C:28]=1[N:33]1[CH2:38][CH2:37][NH:36][CH2:35][CH2:34]1.C(N(CC)CC)C. (5) Given the product [CH2:8]=[C:15]1[CH2:16][CH2:17][CH:18]([NH:35][C:36](=[O:42])[O:37][C:38]([CH3:41])([CH3:40])[CH3:39])[CH2:19][CH2:20]1, predict the reactants needed to synthesize it. The reactants are: [Br-].C1([C:8]([PH3+])([C:15]2[CH:20]=[CH:19][CH:18]=[CH:17][CH:16]=2)C2C=CC=CC=2)C=CC=CC=1.CC(C)([O-])C.[K+].O=C1CCC([NH:35][C:36](=[O:42])[O:37][C:38]([CH3:41])([CH3:40])[CH3:39])CC1.O. (6) Given the product [C:1]([NH:5][S:6]([C:9]1([CH2:12][C:14]2[CH:19]=[CH:18][CH:17]=[CH:16][CH:15]=2)[CH2:11][CH2:10]1)(=[O:8])=[O:7])([CH3:4])([CH3:2])[CH3:3], predict the reactants needed to synthesize it. The reactants are: [C:1]([NH:5][S:6]([C:9]1([CH3:12])[CH2:11][CH2:10]1)(=[O:8])=[O:7])([CH3:4])([CH3:3])[CH3:2].C(Br)[C:14]1[CH:19]=[CH:18][CH:17]=[CH:16][CH:15]=1.CCOC(C)=O.C(C1(S(N)(=O)=O)CC1)C1C=CC=CC=1. (7) Given the product [CH2:1]([O:8][C:9](=[O:26])[NH:10][C@@H:11]([C:20]1[CH:25]=[CH:24][CH:23]=[CH:22][CH:21]=1)[C:12]([N:13]1[CH2:18][CH2:17][N:16]([CH2:28][CH2:29][O:30][CH2:31][CH2:32][O:33][CH2:34][CH2:35][O:36][CH2:37][CH2:38][O:39][CH2:40][CH2:41][O:42][CH3:43])[CH2:15][CH2:14]1)=[O:19])[C:2]1[CH:7]=[CH:6][CH:5]=[CH:4][CH:3]=1, predict the reactants needed to synthesize it. The reactants are: [CH2:1]([O:8][C:9](=[O:26])[NH:10][C@@H:11]([C:20]1[CH:25]=[CH:24][CH:23]=[CH:22][CH:21]=1)[C:12](=[O:19])[N:13]1[CH2:18][CH2:17][NH:16][CH2:15][CH2:14]1)[C:2]1[CH:7]=[CH:6][CH:5]=[CH:4][CH:3]=1.Br[CH2:28][CH2:29][O:30][CH2:31][CH2:32][O:33][CH2:34][CH2:35][O:36][CH2:37][CH2:38][O:39][CH2:40][CH2:41][O:42][CH3:43].C(=O)([O-])[O-].[K+].[K+].